Dataset: CYP2D6 inhibition data for predicting drug metabolism from PubChem BioAssay. Task: Regression/Classification. Given a drug SMILES string, predict its absorption, distribution, metabolism, or excretion properties. Task type varies by dataset: regression for continuous measurements (e.g., permeability, clearance, half-life) or binary classification for categorical outcomes (e.g., BBB penetration, CYP inhibition). Dataset: cyp2d6_veith. (1) The compound is O=C(SCc1cccc2ccccc12)c1ccc(Cl)cc1. The result is 0 (non-inhibitor). (2) The drug is CCOC(=O)N/N=C1/C[C@@H](O)[C@@H](O)[C@@H]2[C@@H]3C(=O)N(C(C)(C)C)C(=O)[C@H]3CC[C@@H]12. The result is 0 (non-inhibitor).